Dataset: Catalyst prediction with 721,799 reactions and 888 catalyst types from USPTO. Task: Predict which catalyst facilitates the given reaction. (1) Reactant: C([NH:8][CH2:9][CH2:10][C:11]([OH:13])=[O:12])(OC(C)(C)C)=O.[CH3:14][C@@H:15]1[C@:32]([OH:37])([C:33]([CH2:35][OH:36])=[O:34])[C@:31]2([CH3:38])[C@H:17]([C@H:18]3[C@:28]([F:40])([C@@H:29]([OH:39])[CH2:30]2)[C@:27]2([CH3:41])[C:21](=[CH:22][C:23]([CH:25]=[CH:26]2)=[O:24])[CH2:20][CH2:19]3)[CH2:16]1.[ClH:42].C(OCC)(=O)C. Product: [NH2:8][CH2:9][CH2:10][C:11]([OH:13])=[O:12].[CH3:14][C@@H:15]1[C@:32]([OH:37])([C:33]([CH2:35][OH:36])=[O:34])[C@:31]2([CH3:38])[C@H:17]([C@H:18]3[C@:28]([F:40])([C@@H:29]([OH:39])[CH2:30]2)[C@:27]2([CH3:41])[C:21](=[CH:22][C:23]([CH:25]=[CH:26]2)=[O:24])[CH2:20][CH2:19]3)[CH2:16]1.[ClH:42]. The catalyst class is: 7. (2) Reactant: Cl[C:2]1[C:11]2=[N:12][N:13](CC3C=CC(OC)=CC=3)[CH:14]=[C:10]2[C:9]2[CH:8]=[C:7]([O:24][CH3:25])[CH:6]=[CH:5][C:4]=2[N:3]=1.[N:26]1[CH:31]=[CH:30][C:29]([CH2:32][C:33]2[CH:39]=[CH:38][C:36]([NH2:37])=[CH:35][CH:34]=2)=[CH:28][CH:27]=1.Cl. Product: [CH3:25][O:24][C:7]1[CH:6]=[CH:5][C:4]2[N:3]=[C:2]([NH:37][C:36]3[CH:35]=[CH:34][C:33]([CH2:32][C:29]4[CH:28]=[CH:27][N:26]=[CH:31][CH:30]=4)=[CH:39][CH:38]=3)[C:11]3=[N:12][NH:13][CH:14]=[C:10]3[C:9]=2[CH:8]=1. The catalyst class is: 71. (3) Reactant: [C:1]([O:5][CH2:6][CH2:7][C:8]([OH:10])=O)([CH3:4])([CH3:3])[CH3:2].CN1CCOCC1.ClC(OCC(C)C)=O.[NH2:26]/[C:27](=[N:58]\[OH:59])/[C@H:28]([NH:35][C:36]([CH:38]1[N:42]([S:43]([C:46]2[CH:51]=[CH:50][C:49]([C:52]3[CH:57]=[CH:56][CH:55]=[CH:54][CH:53]=3)=[CH:48][CH:47]=2)(=[O:45])=[O:44])[CH2:41][CH2:40][S:39]1)=[O:37])[C:29]1[CH:34]=[CH:33][CH:32]=[CH:31][CH:30]=1. Product: [C:49]1([C:52]2[CH:57]=[CH:56][CH:55]=[CH:54][CH:53]=2)[CH:50]=[CH:51][C:46]([S:43]([N:42]2[CH2:41][CH2:40][S:39][CH:38]2[C:36]([NH:35][CH:28]([C:29]2[CH:34]=[CH:33][CH:32]=[CH:31][CH:30]=2)/[C:27](/[NH:26][C:8](=[O:10])[CH2:7][CH2:6][O:5][C:1]([CH3:2])([CH3:3])[CH3:4])=[N:58]\[OH:59])=[O:37])(=[O:45])=[O:44])=[CH:47][CH:48]=1. The catalyst class is: 1. (4) Reactant: [C:1]([N:9]1[C:17]2[C:12](=[CH:13][C:14]([N+:18]([O-])=O)=[CH:15][CH:16]=2)[CH:11]=[C:10]1[C:21]([O:23][CH2:24][CH3:25])=[O:22])(=[O:8])[C:2]1[CH:7]=[CH:6][CH:5]=[CH:4][CH:3]=1. Product: [NH2:18][C:14]1[CH:13]=[C:12]2[C:17](=[CH:16][CH:15]=1)[N:9]([C:1](=[O:8])[C:2]1[CH:7]=[CH:6][CH:5]=[CH:4][CH:3]=1)[C:10]([C:21]([O:23][CH2:24][CH3:25])=[O:22])=[CH:11]2. The catalyst class is: 123. (5) Reactant: Cl.[NH:2]1[CH2:7][CH2:6][CH:5]([N:8]2[C@@H:16]3[C@H:11]([CH2:12][CH2:13][CH2:14][CH2:15]3)[CH2:10][C:9]2=[O:17])[CH2:4][CH2:3]1.C[O-].[Na+].[CH3:21][C:22]1[CH:36]=[CH:35][CH:34]=[CH:33][C:23]=1[C:24]([N:26]1[CH2:31][CH2:30][C:29](=O)[CH2:28][CH2:27]1)=[O:25].C([BH3-])#N.[Na+]. Product: [CH3:21][C:22]1[CH:36]=[CH:35][CH:34]=[CH:33][C:23]=1[C:24]([N:26]1[CH2:27][CH2:28][CH:29]([N:2]2[CH2:3][CH2:4][CH:5]([N:8]3[C@@H:16]4[C@H:11]([CH2:12][CH2:13][CH2:14][CH2:15]4)[CH2:10][C:9]3=[O:17])[CH2:6][CH2:7]2)[CH2:30][CH2:31]1)=[O:25]. The catalyst class is: 466. (6) Reactant: C([Mg]Cl)(C)C.Br[C:7]1[CH:12]=[C:11]([CH3:13])[CH:10]=[CH:9][N:8]=1.[F:14][C:15]1[CH:22]=[CH:21][C:20]([F:23])=[CH:19][C:16]=1[CH:17]=[O:18].[Cl-].[NH4+]. Product: [F:14][C:15]1[CH:22]=[CH:21][C:20]([F:23])=[CH:19][C:16]=1[CH:17]([OH:18])[C:7]1[CH:12]=[C:11]([CH3:13])[CH:10]=[CH:9][N:8]=1. The catalyst class is: 7. (7) Reactant: [CH3:1][O:2][C:3]1[CH:44]=[CH:43][C:6]([CH2:7][N:8]([CH2:34][C:35]2[CH:40]=[CH:39][C:38]([O:41][CH3:42])=[CH:37][CH:36]=2)[C:9]2[N:14]=[C:13]([CH3:15])[N:12]=[C:11]([C:16]3[CH:17]=[C:18]([CH:31](O)[CH3:32])[CH:19]=[N:20][C:21]=3[NH:22][C:23]3[CH:24]=[N:25][C:26]([O:29][CH3:30])=[CH:27][CH:28]=3)[N:10]=2)=[CH:5][CH:4]=1.C(N(CC)CC)C.CS(Cl)(=O)=O.[CH3:57][S:58]([N:61]1[CH2:66][CH2:65][NH:64][CH2:63][CH2:62]1)(=[O:60])=[O:59]. Product: [CH3:42][O:41][C:38]1[CH:39]=[CH:40][C:35]([CH2:34][N:8]([CH2:7][C:6]2[CH:43]=[CH:44][C:3]([O:2][CH3:1])=[CH:4][CH:5]=2)[C:9]2[N:10]=[C:11]([C:16]3[C:21]([NH:22][C:23]4[CH:24]=[N:25][C:26]([O:29][CH3:30])=[CH:27][CH:28]=4)=[N:20][CH:19]=[C:18]([CH:31]([N:64]4[CH2:65][CH2:66][N:61]([S:58]([CH3:57])(=[O:60])=[O:59])[CH2:62][CH2:63]4)[CH3:32])[CH:17]=3)[N:12]=[C:13]([CH3:15])[N:14]=2)=[CH:36][CH:37]=1. The catalyst class is: 46.